This data is from Reaction yield outcomes from USPTO patents with 853,638 reactions. The task is: Predict the reaction yield, written as a fraction of the theoretical maximum amount of product (1.0 means a 100% yield; for example, 0.34 means a 34% yield). (1) The reactants are F[C:2]1[CH:3]=[CH:4][C:5]([O:18][CH3:19])=[C:6]([CH:8]([OH:17])[C:9]#[C:10][C:11]2[CH:16]=[CH:15][CH:14]=[CH:13][CH:12]=2)[CH:7]=1.[CH3:20][O:21]C1C=CC(OC)=CC=1C=O. No catalyst specified. The product is [CH3:19][O:18][C:5]1[CH:4]=[CH:3][C:2]([O:21][CH3:20])=[CH:7][C:6]=1[CH:8]([OH:17])[C:9]#[C:10][C:11]1[CH:16]=[CH:15][CH:14]=[CH:13][CH:12]=1. The yield is 0.930. (2) The reactants are [NH2:1][C:2]1[CH:7]=[CH:6][C:5]([N:8]2[C:14](=[O:15])[CH2:13][C:12](=[O:16])[NH:11][C:10]3[C:17]4[C:22]([CH:23]=[CH:24][C:9]2=3)=[CH:21][CH:20]=[CH:19][CH:18]=4)=[CH:4][CH:3]=1.[CH:25]1[C:34]2[C:29](=[CH:30][CH:31]=[CH:32][CH:33]=2)[CH:28]=[CH:27][C:26]=1[S:35](Cl)(=[O:37])=[O:36]. The catalyst is N1C=CC=CC=1. The product is [O:16]=[C:12]1[NH:11][C:10]2[C:17]3[C:22]([CH:23]=[CH:24][C:9]=2[N:8]([C:5]2[CH:6]=[CH:7][C:2]([NH:1][S:35]([C:26]4[CH:27]=[CH:28][C:29]5[C:34](=[CH:33][CH:32]=[CH:31][CH:30]=5)[CH:25]=4)(=[O:37])=[O:36])=[CH:3][CH:4]=2)[C:14](=[O:15])[CH2:13]1)=[CH:21][CH:20]=[CH:19][CH:18]=3. The yield is 0.640.